The task is: Predict the reactants needed to synthesize the given product.. This data is from Full USPTO retrosynthesis dataset with 1.9M reactions from patents (1976-2016). (1) Given the product [CH2:3]([C:7]1[N:8]=[N:9][C:10]([O:26][CH2:27][C:28]2([F:34])[CH2:33][CH2:32][N:31]([CH3:37])[CH2:30][CH2:29]2)=[CH:11][C:12]=1[C:13]1[CH:14]=[CH:15][C:16]([O:19][CH:20]2[CH2:21][CH2:22][CH2:23][CH2:24][CH2:25]2)=[CH:17][CH:18]=1)[CH2:4][CH2:5][CH3:6], predict the reactants needed to synthesize it. The reactants are: Cl.Cl.[CH2:3]([C:7]1[N:8]=[N:9][C:10]([O:26][CH2:27][C:28]2([F:34])[CH2:33][CH2:32][NH:31][CH2:30][CH2:29]2)=[CH:11][C:12]=1[C:13]1[CH:18]=[CH:17][C:16]([O:19][CH:20]2[CH2:25][CH2:24][CH2:23][CH2:22][CH2:21]2)=[CH:15][CH:14]=1)[CH2:4][CH2:5][CH3:6].C=O.[C:37](O[BH-](OC(=O)C)OC(=O)C)(=O)C.[Na+]. (2) Given the product [NH2:23][N:24]1[CH2:25][N:27]=[C:6]([C:5]2[CH:9]=[CH:10][C:2]([Br:1])=[C:3]([CH3:11])[CH:4]=2)[S:28]1, predict the reactants needed to synthesize it. The reactants are: [Br:1][C:2]1[CH:10]=[CH:9][C:5]([C:6](O)=O)=[CH:4][C:3]=1[CH3:11].C(Cl)(=O)C(Cl)=O.C(=O)(O)[O-].[Na+].[NH2:23][NH:24][C:25]([NH2:27])=S.[S:28](=O)(=O)(O)O. (3) Given the product [ClH:35].[CH3:34][C:9]([C:11]([O:13][C:14]1[C:15]([O:30][C:31](=[O:33])[CH3:32])=[C:16]2[C:21](=[C:22]3[CH:27]=[CH:26][CH:25]=[CH:24][C:23]=13)[O:20][C:19]([CH3:28])([CH3:29])[CH2:18][CH2:17]2)=[O:12])([CH3:10])[NH2:8], predict the reactants needed to synthesize it. The reactants are: C(OC([NH:8][C:9]([CH3:34])([C:11]([O:13][C:14]1[C:15]([O:30][C:31](=[O:33])[CH3:32])=[C:16]2[C:21](=[C:22]3[CH:27]=[CH:26][CH:25]=[CH:24][C:23]=13)[O:20][C:19]([CH3:29])([CH3:28])[CH2:18][CH2:17]2)=[O:12])[CH3:10])=O)(C)(C)C.[ClH:35]. (4) Given the product [N+:1]([C:8]1[CH:7]=[CH:6][C:5]([C@@H:11]([CH2:19][CH3:20])[CH2:12][C@H:13]2[CH2:17][O:16][C:15]([NH2:18])=[N:14]2)=[CH:10][CH:9]=1)([O-:4])=[O:2], predict the reactants needed to synthesize it. The reactants are: [N+:1]([O-:4])(O)=[O:2].[C:5]1([C@@H:11]([CH2:19][CH3:20])[CH2:12][C@H:13]2[CH2:17][O:16][C:15]([NH2:18])=[N:14]2)[CH:10]=[CH:9][CH:8]=[CH:7][CH:6]=1.[OH-].[Na+]. (5) Given the product [C:4]([C:3]([CH:9]1[CH2:14][CH2:13][N:12]([C:17]([O:19][C:20]([CH3:23])([CH3:22])[CH3:21])=[O:18])[CH2:11][CH2:10]1)([CH3:8])[CH3:2])([OH:6])=[O:5], predict the reactants needed to synthesize it. The reactants are: Cl.[CH3:2][C:3]([CH:9]1[CH2:14][CH2:13][NH:12][CH2:11][CH2:10]1)([CH3:8])[C:4]([O:6]C)=[O:5].[OH-].[Na+].[C:17](O[C:17]([O:19][C:20]([CH3:23])([CH3:22])[CH3:21])=[O:18])([O:19][C:20]([CH3:23])([CH3:22])[CH3:21])=[O:18].Cl. (6) Given the product [CH3:1][C:2]1[C:3]([CH2:9][N:10]([CH:11]([C:13]2[CH:18]=[CH:17][CH:16]=[CH:15][N:14]=2)[CH3:12])[CH:19]2[CH2:20][CH2:21][N:22]([C:30]([NH2:29])=[O:31])[CH2:23][CH2:24]2)=[N:4][CH:5]=[C:6]([CH3:8])[CH:7]=1, predict the reactants needed to synthesize it. The reactants are: [CH3:1][C:2]1[C:3]([CH2:9][N:10]([CH:19]2[CH2:24][CH2:23][NH:22][CH2:21][CH2:20]2)[CH:11]([C:13]2[CH:18]=[CH:17][CH:16]=[CH:15][N:14]=2)[CH3:12])=[N:4][CH:5]=[C:6]([CH3:8])[CH:7]=1.C[Si]([N:29]=[C:30]=[O:31])(C)C. (7) Given the product [CH:8]1([NH:7][C:4]2[NH:3][C:2]([CH3:1])=[N:6][N:5]=2)[CH2:11][CH2:10][CH2:9]1, predict the reactants needed to synthesize it. The reactants are: [CH3:1][C:2]1[NH:3][C:4]([NH2:7])=[N:5][N:6]=1.[C:8]1(=O)[CH2:11][CH2:10][CH2:9]1.C([BH3-])#N.[Na+].O. (8) Given the product [Br-:1].[CH2:12]([C:9]1[CH:10]=[CH:11][C:6]([CH2:5][CH2:4][CH2:3][CH2:2][N+:16]2[CH:21]=[C:20]([CH3:22])[CH:19]=[C:18]([CH3:23])[CH:17]=2)=[CH:7][CH:8]=1)[CH2:13][CH2:14][CH3:15], predict the reactants needed to synthesize it. The reactants are: [Br:1][CH2:2][CH2:3][CH2:4][CH2:5][C:6]1[CH:11]=[CH:10][C:9]([CH2:12][CH2:13][CH2:14][CH3:15])=[CH:8][CH:7]=1.[N:16]1[CH:21]=[C:20]([CH3:22])[CH:19]=[C:18]([CH3:23])[CH:17]=1.